This data is from Forward reaction prediction with 1.9M reactions from USPTO patents (1976-2016). The task is: Predict the product of the given reaction. (1) Given the reactants [CH2:1]=[C:2]1[C:14](=[O:15])[C:13]2[C:12]3[C:7](=[CH:8][CH:9]=[CH:10][CH:11]=3)[N:6]([CH2:16][C:17]3[CH:26]=[CH:25][C:20]([C:21]([O:23][CH3:24])=[O:22])=[CH:19][CH:18]=3)[C:5]=2[CH2:4][CH2:3]1.[NH:27]1[CH2:32][CH2:31][O:30][CH2:29][CH2:28]1, predict the reaction product. The product is: [O:30]1[CH2:31][CH2:32][N:27]([CH2:1][CH:2]2[C:14](=[O:15])[C:13]3[C:12]4[C:7](=[CH:8][CH:9]=[CH:10][CH:11]=4)[N:6]([CH2:16][C:17]4[CH:18]=[CH:19][C:20]([C:21]([O:23][CH3:24])=[O:22])=[CH:25][CH:26]=4)[C:5]=3[CH2:4][CH2:3]2)[CH2:28][CH2:29]1. (2) The product is: [F:30][C:31]1[CH:32]=[C:33]([C:7]2[N:8]=[C:9]([O:18][C:19]3[CH:24]=[CH:23][C:22]([CH2:25][C:26]([O:28][CH3:29])=[O:27])=[CH:21][CH:20]=3)[C:10]3[CH2:15][S:14](=[O:17])(=[O:16])[CH2:13][C:11]=3[N:12]=2)[CH:34]=[CH:35][C:36]=1[O:37][CH3:38]. Given the reactants FC1SC([C:7]2[N:8]=[C:9]([O:18][C:19]3[CH:24]=[CH:23][C:22]([CH2:25][C:26]([O:28][CH3:29])=[O:27])=[CH:21][CH:20]=3)[C:10]3[CH2:15][S:14](=[O:17])(=[O:16])[CH2:13][C:11]=3[N:12]=2)=CC=1.[F:30][C:31]1[CH:32]=[C:33](C2N=C(OC3C=CC(CC(OC)=O)=CC=3)C3CSCC=3N=2)[CH:34]=[CH:35][C:36]=1[O:37][CH3:38], predict the reaction product. (3) Given the reactants Cl.Cl.[C@H]1(C[N:14]2[CH2:19][CH2:18][CH:17]([NH:20][C:21]([C:23]3[NH:24][C:25]4[C:30]([CH:31]=3)=[C:29]([O:32][CH2:33][C:34]3[C:38]5[CH:39]=[C:40]([Cl:43])[CH:41]=[CH:42][C:37]=5[O:36][CH:35]=3)[CH:28]=[CH:27][CH:26]=4)=[O:22])[CH2:16][CH2:15]2)[C@@H]2N(CCCC2)CCC1.Cl.Cl.Cl.NC1CCN([CH2:54][CH2:55][N:56]2[CH2:61][CH2:60][CH:59]([OH:62])[CH2:58][CH2:57]2)CC1, predict the reaction product. The product is: [OH:62][CH:59]1[CH2:60][CH2:61][N:56]([CH2:55][CH2:54][N:14]2[CH2:19][CH2:18][CH:17]([NH:20][C:21]([C:23]3[NH:24][C:25]4[C:30]([CH:31]=3)=[C:29]([O:32][CH2:33][C:34]3[C:38]5[CH:39]=[C:40]([Cl:43])[CH:41]=[CH:42][C:37]=5[O:36][CH:35]=3)[CH:28]=[CH:27][CH:26]=4)=[O:22])[CH2:16][CH2:15]2)[CH2:57][CH2:58]1. (4) The product is: [NH2:6][O:5][CH2:4][C:3]([NH:21][CH:18]([CH3:20])[CH3:19])=[O:2]. Given the reactants C[O:2][C:3](=O)[CH2:4][O:5][N:6]1C(=O)C2C(=CC=CC=2)C1=O.[CH:18]([NH2:21])([CH3:20])[CH3:19], predict the reaction product.